Dataset: Forward reaction prediction with 1.9M reactions from USPTO patents (1976-2016). Task: Predict the product of the given reaction. Given the reactants [C:1](O)(=O)C(C)O.[F:7][C:8]1[CH:46]=[CH:45][C:11]([CH2:12][N:13]2[CH2:16][CH:15]([S:17][C:18]3[C@H:19]([CH3:44])[C@@H:20]4[C@@H:39]([C@H:40]([OH:42])[CH3:41])[C:38](=[O:43])[N:21]4[C:22]=3[C:23]([O:25][CH:26]([O:28][C:29]([O:31]C3CCCCC3)=O)[CH3:27])=[O:24])[CH2:14]2)=[CH:10][CH:9]=1, predict the reaction product. The product is: [F:7][C:8]1[CH:9]=[CH:10][C:11]([CH2:12][N:13]2[CH2:16][CH:15]([S:17][C:18]3[C@H:19]([CH3:44])[C@@H:20]4[C@@H:39]([C@H:40]([OH:42])[CH3:41])[C:38](=[O:43])[N:21]4[C:22]=3[C:23]([O:25][CH:26]([O:28][C:29](=[O:31])[CH3:1])[CH3:27])=[O:24])[CH2:14]2)=[CH:45][CH:46]=1.